Dataset: Reaction yield outcomes from USPTO patents with 853,638 reactions. Task: Predict the reaction yield, written as a fraction of the theoretical maximum amount of product (1.0 means a 100% yield; for example, 0.34 means a 34% yield). (1) The reactants are ClC1C=CC2SC=C(C[N:10]3CCN(C4SC(C(O)=O)=C(C)N=4)C3=O)C=2C=1.[F:27][C:28]1[CH:49]=[CH:48][C:31]([CH2:32][N:33]2[CH2:37][CH2:36][N:35]([C:38]3[S:39][C:40]([C:44](O)=[O:45])=[C:41]([CH3:43])[N:42]=3)[C:34]2=[O:47])=[CH:30][CH:29]=1.[Cl-].[NH4+]. No catalyst specified. The product is [F:27][C:28]1[CH:49]=[CH:48][C:31]([CH2:32][N:33]2[CH2:37][CH2:36][N:35]([C:38]3[S:39][C:40]([C:44]([NH2:10])=[O:45])=[C:41]([CH3:43])[N:42]=3)[C:34]2=[O:47])=[CH:30][CH:29]=1. The yield is 0.430. (2) The reactants are [C:1]([C:3]1[CH:27]=[CH:26][C:6]([O:7][CH2:8][CH2:9][N:10]([CH2:15][CH2:16][N:17]2[CH2:24][CH:23]3[O:25][CH:19]([CH2:20][NH:21][CH2:22]3)[CH2:18]2)[S:11]([CH3:14])(=[O:13])=[O:12])=[CH:5][CH:4]=1)#[N:2].Br[CH2:29][C:30]1[CH:35]=[CH:34][C:33]([F:36])=[CH:32][CH:31]=1.C([O-])([O-])=O.[K+].[K+]. No catalyst specified. The product is [C:1]([C:3]1[CH:4]=[CH:5][C:6]([O:7][CH2:8][CH2:9][N:10]([CH2:15][CH2:16][N:17]2[CH2:24][CH:23]3[O:25][CH:19]([CH2:20][N:21]([CH2:29][C:30]4[CH:35]=[CH:34][C:33]([F:36])=[CH:32][CH:31]=4)[CH2:22]3)[CH2:18]2)[S:11]([CH3:14])(=[O:13])=[O:12])=[CH:26][CH:27]=1)#[N:2]. The yield is 0.627. (3) The reactants are CS(C)=O.C(Cl)(=O)C(Cl)=O.[Br:11][C:12]1[CH:21]=[CH:20][C:19]2[O:18][C:17]3(N4CCOCC4)[CH2:22][CH2:23][O:24][CH2:25][CH:16]3[CH:15]([OH:32])[C:14]=2[CH:13]=1.C(N(CC)CC)C. The catalyst is C(Cl)Cl. The product is [Br:11][C:12]1[CH:21]=[CH:20][C:19]2[O:18][C:17]3[CH2:22][CH2:23][O:24][CH2:25][C:16]=3[C:15](=[O:32])[C:14]=2[CH:13]=1. The yield is 0.840. (4) The catalyst is O1CCCC1. The yield is 0.270. The reactants are [F-].C([N+](CCCC)(CCCC)CCCC)CCC.[C:19]([C:21]1[N:22]([Si](C(C)C)(C(C)C)C(C)C)[C:23]2[C:28]([CH:29]=1)=[CH:27][C:26]([N:30]1[C@@H:39]3[C@H:34]([CH2:35][CH2:36][CH2:37][CH2:38]3)[NH:33][C:32]([CH3:41])([CH3:40])[CH2:31]1)=[CH:25][CH:24]=2)#[N:20]. The product is [C:19]([C:21]1[NH:22][C:23]2[C:28]([CH:29]=1)=[CH:27][C:26]([N:30]1[C@@H:39]3[C@H:34]([CH2:35][CH2:36][CH2:37][CH2:38]3)[NH:33][C:32]([CH3:41])([CH3:40])[CH2:31]1)=[CH:25][CH:24]=2)#[N:20]. (5) The reactants are [CH3:1][N:2]1[CH:10]=[C:9]2[C:4]([CH:5]=[CH:6][C:7]([C:11]([O:13]C)=[O:12])=[CH:8]2)=[N:3]1.[Li+].[OH-].Cl. The catalyst is CO. The product is [CH3:1][N:2]1[CH:10]=[C:9]2[C:4]([CH:5]=[CH:6][C:7]([C:11]([OH:13])=[O:12])=[CH:8]2)=[N:3]1. The yield is 0.760. (6) The reactants are [CH3:1][O:2][CH2:3][CH2:4][O:5][C:6]1[CH:7]=[C:8]2[C:12](=[C:13]([N:15]([CH3:25])[S:16]([C:19]3[CH:24]=[CH:23][CH:22]=[CH:21][N:20]=3)(=[O:18])=[O:17])[CH:14]=1)[NH:11][C:10]([C:26]([OH:28])=O)=[CH:9]2.[CH2:29]([S:36][C:37]1([CH2:43][NH2:44])[CH2:42][CH2:41][O:40][CH2:39][CH2:38]1)[C:30]1[CH:35]=[CH:34][CH:33]=[CH:32][CH:31]=1.N1(O)C2C=CC=CC=2N=N1.Cl.CN(C)CCCN=C=NCC. The catalyst is CCCCCC.C(OCC)(=O)C.CN(C)C=O. The product is [CH2:29]([S:36][C:37]1([CH2:43][NH:44][C:26]([C:10]2[NH:11][C:12]3[C:8]([CH:9]=2)=[CH:7][C:6]([O:5][CH2:4][CH2:3][O:2][CH3:1])=[CH:14][C:13]=3[N:15]([CH3:25])[S:16]([C:19]2[CH:24]=[CH:23][CH:22]=[CH:21][N:20]=2)(=[O:17])=[O:18])=[O:28])[CH2:42][CH2:41][O:40][CH2:39][CH2:38]1)[C:30]1[CH:31]=[CH:32][CH:33]=[CH:34][CH:35]=1. The yield is 0.900. (7) The reactants are [CH3:1][O:2][C:3]1[C:16]([O:17][CH3:18])=[CH:15][C:6]([CH2:7][O:8][CH2:9][CH2:10][CH2:11][CH2:12][CH:13]=[CH2:14])=[C:5]([N+:19]([O-:21])=[O:20])[CH:4]=1.[CH3:22][O:23][SiH:24]([O:27][CH3:28])[O:25][CH3:26]. The catalyst is [H+].[H+].O.O.O.O.O.O.Cl[Pt-2](Cl)(Cl)(Cl)(Cl)Cl. The product is [CH3:22][O:23][Si:24]([O:27][CH3:28])([O:25][CH3:26])[CH2:14][CH2:13][CH2:12][CH2:11][CH2:10][CH2:9][O:8][CH2:7][C:6]1[CH:15]=[C:16]([O:17][CH3:18])[C:3]([O:2][CH3:1])=[CH:4][C:5]=1[N+:19]([O-:21])=[O:20]. The yield is 0.340. (8) The reactants are [Cl:1][C:2]1[CH:7]=[CH:6][CH:5]=[C:4]([Cl:8])[C:3]=1[C:9]1[N:26]([CH2:27][C@H:28]2[CH2:33][CH2:32][CH2:31][N:30](C(OC(C)(C)C)=O)[CH2:29]2)[C:12]2[N:13]=[C:14]([NH:17][CH2:18][C:19]3[CH:24]=[CH:23][CH:22]=[C:21]([OH:25])[CH:20]=3)[N:15]=[CH:16][C:11]=2[CH:10]=1.C(O)(C(F)(F)F)=O. The catalyst is C(Cl)Cl. The product is [Cl:8][C:4]1[CH:5]=[CH:6][CH:7]=[C:2]([Cl:1])[C:3]=1[C:9]1[N:26]([CH2:27][CH:28]2[CH2:33][CH2:32][CH2:31][NH:30][CH2:29]2)[C:12]2[N:13]=[C:14]([NH:17][CH2:18][C:19]3[CH:20]=[C:21]([OH:25])[CH:22]=[CH:23][CH:24]=3)[N:15]=[CH:16][C:11]=2[CH:10]=1. The yield is 0.700. (9) The reactants are [CH3:1][C@H:2]([CH2:8][CH2:9][CH2:10][CH2:11][CH3:12])[CH2:3][CH2:4][C:5]([OH:7])=O.C(N(CC)CC)C.CC(C)(C)C(Cl)=O.[Li+].[Cl-].[CH3:29][C@@H:30]1[CH:34]([C:35]2[CH:40]=[CH:39][CH:38]=[CH:37][CH:36]=2)[O:33][C:32](=[O:41])[NH:31]1. The catalyst is C1COCC1. The product is [CH3:29][C@@H:30]1[C@H:34]([C:35]2[CH:40]=[CH:39][CH:38]=[CH:37][CH:36]=2)[O:33][C:32](=[O:41])[N:31]1[C:5](=[O:7])[CH2:4][CH2:3][C@H:2]([CH3:1])[CH2:8][CH2:9][CH2:10][CH2:11][CH3:12]. The yield is 0.880. (10) The reactants are [CH:1]1([C:4]2[N:8]([CH2:9][C:10]3[CH:15]=[CH:14][C:13]([C:16]4[CH:21]=[CH:20][CH:19]=[CH:18][C:17]=4[C:22]4[NH:26][C:25](=O)[O:24][N:23]=4)=[CH:12][CH:11]=3)[C:7]3[C:28]([C:32]([O:34][CH2:35][C:36]4[O:37][C:38](=[O:42])[O:39][C:40]=4[CH3:41])=[O:33])=[CH:29][CH:30]=[CH:31][C:6]=3[N:5]=2)[CH2:3][CH2:2]1.C(C(CCCC)[C:46]([O-:48])=[O:47])C.[K+:53]. The catalyst is CC(C)=O. The product is [CH:1]1([C:4]2[N:8]([CH2:9][C:10]3[CH:11]=[CH:12][C:13]([C:16]4[CH:21]=[CH:20][CH:19]=[CH:18][C:17]=4[C:22]4[N:26]=[C:25]([C:46]([O-:48])=[O:47])[O:24][N:23]=4)=[CH:14][CH:15]=3)[C:7]3[C:28]([C:32]([O:34][CH2:35][C:36]4[O:37][C:38](=[O:42])[O:39][C:40]=4[CH3:41])=[O:33])=[CH:29][CH:30]=[CH:31][C:6]=3[N:5]=2)[CH2:3][CH2:2]1.[K+:53]. The yield is 0.540.